The task is: Regression. Given two drug SMILES strings and cell line genomic features, predict the synergy score measuring deviation from expected non-interaction effect.. This data is from NCI-60 drug combinations with 297,098 pairs across 59 cell lines. Drug 1: C1CCN(CC1)CCOC2=CC=C(C=C2)C(=O)C3=C(SC4=C3C=CC(=C4)O)C5=CC=C(C=C5)O. Drug 2: CC1C(C(CC(O1)OC2CC(CC3=C2C(=C4C(=C3O)C(=O)C5=C(C4=O)C(=CC=C5)OC)O)(C(=O)C)O)N)O.Cl. Cell line: HT29. Synergy scores: CSS=28.4, Synergy_ZIP=0.264, Synergy_Bliss=0.835, Synergy_Loewe=-17.3, Synergy_HSA=-1.53.